Dataset: Forward reaction prediction with 1.9M reactions from USPTO patents (1976-2016). Task: Predict the product of the given reaction. (1) Given the reactants C([O:3][C:4](=[O:24])[C:5]([O:15][C:16]1[CH:21]=[CH:20][C:19]([CH3:22])=[C:18]([CH3:23])[CH:17]=1)([CH3:14])[CH2:6][C:7]1[CH:12]=[CH:11][C:10](O)=[CH:9][CH:8]=1)C.[C:25]1(C2C=CC=CC=2)[CH:30]=[CH:29][CH:28]=[C:27]([C:31]2[O:32][C:33]([CH3:49])=[C:34]([CH2:36][CH2:37][O:38]S(C3C=CC(C)=CC=3)(=O)=O)[N:35]=2)[CH:26]=1.C([O-])([O-])=O.[K+].[K+].[OH-].[Na+], predict the reaction product. The product is: [C:30]1([C:7]2[CH:12]=[CH:11][CH:10]=[CH:9][CH:8]=2)[CH:25]=[CH:26][C:27]([C:31]2[O:32][C:33]([CH3:49])=[C:34]([CH2:36][CH2:37][O:38][C:10]3[CH:11]=[CH:12][C:7]([CH2:6][C:5]([O:15][C:16]4[CH:21]=[CH:20][C:19]([CH3:22])=[C:18]([CH3:23])[CH:17]=4)([CH3:14])[C:4]([OH:3])=[O:24])=[CH:8][CH:9]=3)[N:35]=2)=[CH:28][CH:29]=1. (2) Given the reactants Cl.[NH2:2][CH2:3][CH:4]1[CH2:9][CH2:8][O:7][CH2:6][CH2:5]1.Cl[C:11]1[N:18]=[C:17]([C:19]([F:22])([F:21])[F:20])[CH:16]=[CH:15][C:12]=1[C:13]#[N:14].C(N(CC)CC)C.CN1C(=O)CCC1, predict the reaction product. The product is: [O:7]1[CH2:8][CH2:9][CH:4]([CH2:3][NH:2][C:11]2[N:18]=[C:17]([C:19]([F:22])([F:20])[F:21])[CH:16]=[CH:15][C:12]=2[C:13]#[N:14])[CH2:5][CH2:6]1. (3) Given the reactants [CH2:1]([C:9]([O:11]C(C)(C)C)=[O:10])[O:2]CC[Si](C)(C)C.NC1N=[N:19][C:20]2[C:21]=1N=[CH:23][CH:24]=2.NC1N=NC2C=1N=CC=2.CN(C=O)C.CN(C(ON1N=NC2C=CC=NC1=2)=[N+](C)C)C.F[P-](F)(F)(F)(F)F.CN(C=O)C.Cl.CCN(C(C)C)C(C)C.C[C@H]1CN2CCC[C@H]2CN1C(Cl)=O, predict the reaction product. The product is: [CH2:24]([C:20]1[CH:21]=[C:1]([C:9]([OH:11])=[O:10])[O:2][N:19]=1)[CH3:23]. (4) Given the reactants C[Sn](C)(C)[C:3]1[CH:12]=[C:11]2[C:6]([CH:7]=[CH:8][CH:9]=[C:10]2[N:13]2[CH2:18][CH2:17][N:16]([CH3:19])[CH2:15][CH2:14]2)=[CH:5][CH:4]=1.[F:22][C:23]1[CH:24]=[C:25](Br)[CH:26]=[CH:27][CH:28]=1.C(N(CC)CC)C.[Cl-].[Li+], predict the reaction product. The product is: [F:22][C:23]1[CH:28]=[C:27]([C:3]2[CH:12]=[C:11]3[C:6]([CH:7]=[CH:8][CH:9]=[C:10]3[N:13]3[CH2:18][CH2:17][N:16]([CH3:19])[CH2:15][CH2:14]3)=[CH:5][CH:4]=2)[CH:26]=[CH:25][CH:24]=1. (5) Given the reactants [CH3:1][N:2]1[C:7]2[CH:8]=[CH:9][CH:10]=[C:11]([CH2:12][CH:13]=O)[C:6]=2[O:5][CH2:4][C:3]1=[O:15].[CH3:16][C:17]1[CH:26]=[CH:25][C:24]2[C:19](=[CH:20][CH:21]=[CH:22][C:23]=2[N:27]2[CH2:32][CH2:31][NH:30][C@H:29]([CH3:33])[CH2:28]2)[N:18]=1.C(O[BH-](OC(=O)C)OC(=O)C)(=O)C.[Na+].[Cl:48]CCCl, predict the reaction product. The product is: [ClH:48].[CH3:1][N:2]1[C:7]2[CH:8]=[CH:9][CH:10]=[C:11]([CH2:12][CH2:13][N:30]3[CH2:31][CH2:32][N:27]([C:23]4[CH:22]=[CH:21][CH:20]=[C:19]5[C:24]=4[CH:25]=[CH:26][C:17]([CH3:16])=[N:18]5)[CH2:28][C@H:29]3[CH3:33])[C:6]=2[O:5][CH2:4][C:3]1=[O:15]. (6) Given the reactants [CH2:1]1COC23OCCOC2([C@]2(CC[C@H]4[C@@H](CC(=C)C5[C@]4(C)CCCC5)[C@@H]2C3)C)O1.C([C@@H:31]1[CH:48]2[C@:43]([CH3:50])([CH2:44][CH2:45][C:46](=[O:49])[CH2:47]2)[C@@H:42]2[C@H:33]([C@H:34]3[C@@:38]([CH2:40][CH2:41]2)([CH3:39])[C:37](=[O:51])[CH2:36][CH2:35]3)[CH2:32]1)#N, predict the reaction product. The product is: [CH2:1]=[C:32]1[CH2:31][CH:48]2[C@:43]([CH3:50])([CH2:44][CH2:45][C:46](=[O:49])[CH2:47]2)[C@@H:42]2[C@@H:33]1[C@H:34]1[C@@:38]([CH2:40][CH2:41]2)([CH3:39])[C:37](=[O:51])[CH2:36][CH2:35]1. (7) Given the reactants [C:1]([NH:4][C:5]1[CH:14]=[C:13](B2OC(C)(C)C(C)(C)O2)[CH:12]=[CH:11][C:6]=1[C:7]([O:9][CH3:10])=[O:8])(=[O:3])[CH3:2].Cl[C:25]1[CH:30]=[CH:29][N:28]2[N:31]=[CH:32][CH:33]=[C:27]2[N:26]=1.[O-]P([O-])([O-])=O.[K+].[K+].[K+], predict the reaction product. The product is: [C:1]([NH:4][C:5]1[CH:14]=[C:13]([C:25]2[CH:30]=[CH:29][N:28]3[N:31]=[CH:32][CH:33]=[C:27]3[N:26]=2)[CH:12]=[CH:11][C:6]=1[C:7]([O:9][CH3:10])=[O:8])(=[O:3])[CH3:2].